Task: Predict the reaction yield, written as a fraction of the theoretical maximum amount of product (1.0 means a 100% yield; for example, 0.34 means a 34% yield).. Dataset: Reaction yield outcomes from USPTO patents with 853,638 reactions (1) The reactants are N#N.[C:3]([NH:7][C:8]1[N:13]=[C:12]([C:14]#[CH:15])[CH:11]=[CH:10][N:9]=1)([CH3:6])([CH3:5])[CH3:4].I[C:17]1[CH:22]=[CH:21][C:20]([F:23])=[CH:19][CH:18]=1. The catalyst is CCN(CC)CC.C1COCC1. The product is [C:3]([NH:7][C:8]1[N:13]=[C:12]([C:14]#[C:15][C:17]2[CH:22]=[CH:21][C:20]([F:23])=[CH:19][CH:18]=2)[CH:11]=[CH:10][N:9]=1)([CH3:6])([CH3:5])[CH3:4]. The yield is 0.840. (2) The reactants are [CH:1]1([C:4]2[C:5]([O:14][CH2:15][CH:16]3[CH2:21][CH2:20][N:19]([CH2:22][C:23]([F:26])([F:25])[F:24])[CH2:18][CH2:17]3)=[CH:6][C:7]([F:13])=[C:8]([CH:12]=2)[C:9](O)=[O:10])[CH2:3][CH2:2]1.[CH3:27][S:28]([NH2:31])(=[O:30])=[O:29].CCN=C=NCCCN(C)C.Cl. The catalyst is CN(C1C=CN=CC=1)C.C(Cl)Cl.CCOC(C)=O. The product is [CH:1]1([C:4]2[C:5]([O:14][CH2:15][CH:16]3[CH2:21][CH2:20][N:19]([CH2:22][C:23]([F:26])([F:25])[F:24])[CH2:18][CH2:17]3)=[CH:6][C:7]([F:13])=[C:8]([CH:12]=2)[C:9]([NH:31][S:28]([CH3:27])(=[O:30])=[O:29])=[O:10])[CH2:3][CH2:2]1. The yield is 0.450.